This data is from Reaction yield outcomes from USPTO patents with 853,638 reactions. The task is: Predict the reaction yield, written as a fraction of the theoretical maximum amount of product (1.0 means a 100% yield; for example, 0.34 means a 34% yield). (1) The reactants are [Br:1][C:2]1[CH:3]=[CH:4][C:5]([O:16][CH2:17][CH2:18][CH3:19])=[C:6]([C:8]2[CH:13]=[C:12]([Cl:14])[N:11]=[C:10]([NH2:15])[N:9]=2)[CH:7]=1.NC1N=[C:25]([C:27]2C=C(Br)C=CC=2O)[CH:24]=[C:23](Cl)N=1.C(O)C1C=CC=CC=1. No catalyst specified. The product is [CH2:17]([O:16][C:5]1[CH:4]=[CH:3][C:2]([Br:1])=[CH:7][C:6]=1[C:8]1[CH:13]=[C:12]([Cl:14])[N:11]=[C:10]([NH2:15])[N:9]=1)[C:18]1[CH:27]=[CH:25][CH:24]=[CH:23][CH:19]=1. The yield is 0.430. (2) The reactants are [CH3:1][O:2][C:3]1[CH:4]=[C:5]([CH:11]=[CH:12][C:13]=1[O:14][CH2:15][C@@H:16]1[CH2:20][CH2:19][CH2:18][N:17]1C(OC(C)(C)C)=O)[C:6]([O:8][CH2:9][CH3:10])=[O:7]. The catalyst is C(Cl)Cl.C(O)(C(F)(F)F)=O. The product is [CH3:1][O:2][C:3]1[CH:4]=[C:5]([CH:11]=[CH:12][C:13]=1[O:14][CH2:15][C@@H:16]1[CH2:20][CH2:19][CH2:18][NH:17]1)[C:6]([O:8][CH2:9][CH3:10])=[O:7]. The yield is 0.770. (3) The reactants are [Cl:1][C:2]1[CH:7]=[C:6]([Cl:8])[CH:5]=[CH:4][C:3]=1[NH:9][NH2:10].[C:11]([O:16][CH2:17][CH3:18])(=[O:15])[C:12]([CH3:14])=O.C(O)(=O)C. The catalyst is C(O)C. The product is [Cl:1][C:2]1[CH:7]=[C:6]([Cl:8])[CH:5]=[CH:4][C:3]=1[NH:9][N:10]=[C:12]([CH3:14])[C:11]([O:16][CH2:17][CH3:18])=[O:15]. The yield is 0.830. (4) The reactants are C[N:2](C)[CH:3]=[CH:4][C:5]([C:7]1[C:12](=[O:13])[CH:11]=[CH:10][N:9]([C:14]2[CH:19]=[CH:18][CH:17]=[C:16]([C:20]([F:23])([F:22])[F:21])[CH:15]=2)[N:8]=1)=O.Cl.[CH:26]1([CH2:29][NH:30]N)[CH2:28][CH2:27]1.CCN(CC)CC.Cl. The catalyst is CO. The product is [CH:26]1([CH2:29][N:30]2[C:5]([C:7]3[C:12](=[O:13])[CH:11]=[CH:10][N:9]([C:14]4[CH:19]=[CH:18][CH:17]=[C:16]([C:20]([F:23])([F:22])[F:21])[CH:15]=4)[N:8]=3)=[CH:4][CH:3]=[N:2]2)[CH2:28][CH2:27]1. The yield is 0.440. (5) The reactants are C(=O)([O-])[O-].[Cs+].[Cs+].CS([O:11][CH2:12][C:13]([CH3:18])([N+:15]([O-:17])=[O:16])[CH3:14])(=O)=O.O[C:20]1[CH:25]=[CH:24][C:23]([NH:26][C:27](=[O:29])[CH3:28])=[CH:22][C:21]=1[C:30]1[N:31]([CH3:35])[N:32]=[CH:33][CH:34]=1. The catalyst is CC(N(C)C)=O. The product is [CH3:35][N:31]1[C:30]([C:21]2[CH:22]=[C:23]([NH:26][C:27](=[O:29])[CH3:28])[CH:24]=[CH:25][C:20]=2[O:11][CH2:12][C:13]([CH3:18])([N+:15]([O-:17])=[O:16])[CH3:14])=[CH:34][CH:33]=[N:32]1. The yield is 0.830. (6) The reactants are Br[C:2]1[C:6]2[CH:7]=[C:8]([CH:11]=[O:12])[CH:9]=[CH:10][C:5]=2[O:4][CH:3]=1.[C:13]1([C:19]#[CH:20])[CH:18]=[CH:17][CH:16]=[CH:15][CH:14]=1. The catalyst is C1COCC1.[Cu]I. The product is [C:13]1([C:19]#[C:20][C:2]2[C:6]3[CH:7]=[C:8]([CH:11]=[O:12])[CH:9]=[CH:10][C:5]=3[O:4][CH:3]=2)[CH:18]=[CH:17][CH:16]=[CH:15][CH:14]=1. The yield is 0.560. (7) The reactants are [F:1][C:2]([C:5]1[CH:12]=[CH:11][C:8]([CH:9]=O)=[CH:7][CH:6]=1)([F:4])[CH3:3].[NH2:13][C:14]1[N:19]=[CH:18][C:17]([CH3:20])=[CH:16][N:15]=1.C([O:23][C:24](=O)[C:25]([OH:38])=[CH:26][C:27]([C:29]1[CH:34]=[CH:33][C:32]([CH:35]([CH3:37])[CH3:36])=[CH:31][CH:30]=1)=[O:28])C. No catalyst specified. The product is [F:1][C:2]([C:5]1[CH:12]=[CH:11][C:8]([CH:9]2[N:13]([C:14]3[N:19]=[CH:18][C:17]([CH3:20])=[CH:16][N:15]=3)[C:24](=[O:23])[C:25]([OH:38])=[C:26]2[C:27](=[O:28])[C:29]2[CH:30]=[CH:31][C:32]([CH:35]([CH3:36])[CH3:37])=[CH:33][CH:34]=2)=[CH:7][CH:6]=1)([F:4])[CH3:3]. The yield is 0.0300.